Dataset: NCI-60 drug combinations with 297,098 pairs across 59 cell lines. Task: Regression. Given two drug SMILES strings and cell line genomic features, predict the synergy score measuring deviation from expected non-interaction effect. (1) Drug 1: CCC1=CC2CC(C3=C(CN(C2)C1)C4=CC=CC=C4N3)(C5=C(C=C6C(=C5)C78CCN9C7C(C=CC9)(C(C(C8N6C)(C(=O)OC)O)OC(=O)C)CC)OC)C(=O)OC.C(C(C(=O)O)O)(C(=O)O)O. Drug 2: CC1=C(C(=O)C2=C(C1=O)N3CC4C(C3(C2COC(=O)N)OC)N4)N. Cell line: SK-MEL-5. Synergy scores: CSS=54.9, Synergy_ZIP=-0.747, Synergy_Bliss=-2.42, Synergy_Loewe=-8.40, Synergy_HSA=1.55. (2) Drug 1: CC12CCC3C(C1CCC2OP(=O)(O)O)CCC4=C3C=CC(=C4)OC(=O)N(CCCl)CCCl.[Na+]. Drug 2: N.N.Cl[Pt+2]Cl. Cell line: DU-145. Synergy scores: CSS=35.9, Synergy_ZIP=4.87, Synergy_Bliss=6.38, Synergy_Loewe=-38.4, Synergy_HSA=4.15. (3) Drug 1: COC1=NC(=NC2=C1N=CN2C3C(C(C(O3)CO)O)O)N. Drug 2: CC1CCC2CC(C(=CC=CC=CC(CC(C(=O)C(C(C(=CC(C(=O)CC(OC(=O)C3CCCCN3C(=O)C(=O)C1(O2)O)C(C)CC4CCC(C(C4)OC)OCCO)C)C)O)OC)C)C)C)OC. Cell line: MDA-MB-231. Synergy scores: CSS=-0.144, Synergy_ZIP=1.61, Synergy_Bliss=3.11, Synergy_Loewe=-9.76, Synergy_HSA=-4.63. (4) Cell line: NCI-H460. Drug 2: C1=CN(C=N1)CC(O)(P(=O)(O)O)P(=O)(O)O. Synergy scores: CSS=1.85, Synergy_ZIP=-0.438, Synergy_Bliss=-0.474, Synergy_Loewe=0.610, Synergy_HSA=-0.999. Drug 1: CCC1(CC2CC(C3=C(CCN(C2)C1)C4=CC=CC=C4N3)(C5=C(C=C6C(=C5)C78CCN9C7C(C=CC9)(C(C(C8N6C=O)(C(=O)OC)O)OC(=O)C)CC)OC)C(=O)OC)O.OS(=O)(=O)O. (5) Drug 1: CC1C(C(CC(O1)OC2CC(CC3=C2C(=C4C(=C3O)C(=O)C5=C(C4=O)C(=CC=C5)OC)O)(C(=O)C)O)N)O.Cl. Drug 2: C1=NNC2=C1C(=O)NC=N2. Cell line: KM12. Synergy scores: CSS=14.3, Synergy_ZIP=-4.33, Synergy_Bliss=-3.07, Synergy_Loewe=-13.2, Synergy_HSA=4.51. (6) Drug 1: C1=C(C(=O)NC(=O)N1)N(CCCl)CCCl. Drug 2: COC1=NC(=NC2=C1N=CN2C3C(C(C(O3)CO)O)O)N. Cell line: HL-60(TB). Synergy scores: CSS=87.8, Synergy_ZIP=7.81, Synergy_Bliss=7.33, Synergy_Loewe=8.40, Synergy_HSA=11.1. (7) Drug 1: C1C(C(OC1N2C=C(C(=O)NC2=O)F)CO)O. Drug 2: C1C(C(OC1N2C=NC3=C(N=C(N=C32)Cl)N)CO)O. Cell line: NCI-H226. Synergy scores: CSS=6.39, Synergy_ZIP=-3.45, Synergy_Bliss=-1.82, Synergy_Loewe=-1.40, Synergy_HSA=0.0398.